Dataset: Catalyst prediction with 721,799 reactions and 888 catalyst types from USPTO. Task: Predict which catalyst facilitates the given reaction. (1) Reactant: [F:1][C:2]([F:20])([F:19])[C:3]1[CH:8]=[CH:7][C:6]([CH:9]2[C:18]3[C:13](=[CH:14][CH:15]=[CH:16][CH:17]=3)[CH2:12][CH2:11][NH:10]2)=[CH:5][CH:4]=1.N1C=CC=CC=1.C(N(CC)CC)C.[O-:34][C:35]#[N:36].[K+].C(O)(=O)C. Product: [F:20][C:2]([F:1])([F:19])[C:3]1[CH:4]=[CH:5][C:6]([CH:9]2[C:18]3[C:13](=[CH:14][CH:15]=[CH:16][CH:17]=3)[CH2:12][CH2:11][N:10]2[C:35]([NH2:36])=[O:34])=[CH:7][CH:8]=1. The catalyst class is: 4. (2) Reactant: [NH2:1][CH2:2][CH2:3][C:4]([C:6]1[CH:20]=[CH:19][C:9]2[N:10]=[C:11]([NH:13][C:14]([NH:16][CH2:17][CH3:18])=[O:15])[S:12][C:8]=2[CH:7]=1)=[O:5].C(N([CH2:26][CH3:27])CC)C.[N-:28]=[C:29]=[O:30]. Product: [CH3:7][C:6]1[CH:4]=[C:3]([NH:28][C:29]([NH:1][CH2:2][CH2:3][C:4]([C:6]2[CH:20]=[CH:19][C:9]3[N:10]=[C:11]([NH:13][C:14]([NH:16][CH2:17][CH3:18])=[O:15])[S:12][C:8]=3[CH:7]=2)=[O:5])=[O:30])[CH:2]=[CH:26][CH:27]=1. The catalyst class is: 3. (3) Reactant: [OH:1][C:2]1[CH:7]=[CH:6][C:5]([C:8](=[O:10])[CH3:9])=[CH:4][CH:3]=1.C(=O)([O-])[O-].[K+].[K+].[CH:17](I)([CH3:19])[CH3:18]. Product: [CH:17]([O:1][C:2]1[CH:7]=[CH:6][C:5]([C:8](=[O:10])[CH3:9])=[CH:4][CH:3]=1)([CH3:19])[CH3:18]. The catalyst class is: 9. (4) Reactant: [NH2:1][C:2]1[N:7]=[CH:6][N:5]=[C:4]([O:8][C:9]2[CH:10]=[C:11]3[C:16](=[CH:17][CH:18]=2)[NH:15][CH2:14][CH2:13][CH2:12]3)[CH:3]=1.C1([O:25][C:26](=O)[NH:27][C:28]2[CH:33]=[CH:32][C:31]([CH2:34][N:35]3[CH2:39][CH2:38][CH2:37][CH2:36]3)=[C:30]([C:40]([F:43])([F:42])[F:41])[CH:29]=2)C=CC=CC=1.C(N(C(C)C)CC)(C)C.O. Product: [N:35]1([CH2:34][C:31]2[CH:32]=[CH:33][C:28]([NH:27][C:26]([N:15]3[C:16]4[C:11](=[CH:10][C:9]([O:8][C:4]5[CH:3]=[C:2]([NH2:1])[N:7]=[CH:6][N:5]=5)=[CH:18][CH:17]=4)[CH2:12][CH2:13][CH2:14]3)=[O:25])=[CH:29][C:30]=2[C:40]([F:41])([F:42])[F:43])[CH2:39][CH2:38][CH2:37][CH2:36]1. The catalyst class is: 197. (5) Reactant: F[C:2]1[N:7]2[CH:8]=[C:9]([CH2:11][N:12]3[C@H:25]4[C@H:16]([CH2:17][CH2:18][C:19]5[C:24]4=[N:23][CH:22]=[CH:21][CH:20]=5)[CH2:15][CH2:14][CH2:13]3)[N:10]=[C:6]2[CH:5]=[CH:4][CH:3]=1.[CH3:26][N:27]([CH3:31])[CH2:28][CH2:29][NH2:30]. Product: [N:12]1([CH2:11][C:9]2[N:10]=[C:6]3[CH:5]=[CH:4][CH:3]=[C:2]([NH:30][CH2:29][CH2:28][N:27]([CH3:31])[CH3:26])[N:7]3[CH:8]=2)[C@H:25]2[C@H:16]([CH2:17][CH2:18][C:19]3[C:24]2=[N:23][CH:22]=[CH:21][CH:20]=3)[CH2:15][CH2:14][CH2:13]1. The catalyst class is: 6. (6) Reactant: [Br:1][C:2]1[CH:7]=[CH:6][C:5]([C:8]2([C:11]([OH:13])=[O:12])[CH2:10][CH2:9]2)=[CH:4][CH:3]=1.Cl[Si](C)(C)[CH3:16]. Product: [Br:1][C:2]1[CH:3]=[CH:4][C:5]([C:8]2([C:11]([O:13][CH3:16])=[O:12])[CH2:10][CH2:9]2)=[CH:6][CH:7]=1. The catalyst class is: 5. (7) Reactant: [OH:1][C:2]1[CH:19]=[CH:18][C:5](/[CH:6]=[C:7]2\[O:8][C:9]3[CH:16]=[CH:15][C:14]([I:17])=[CH:13][C:10]=3[C:11]\2=[O:12])=[CH:4][CH:3]=1.Cl[CH2:21][CH2:22][O:23][CH2:24][CH2:25][O:26][CH2:27][CH2:28][OH:29].C(=O)([O-])[O-].[K+].[K+]. Product: [OH:29][CH2:28][CH2:27][O:26][CH2:25][CH2:24][O:23][CH2:22][CH2:21][O:1][C:2]1[CH:19]=[CH:18][C:5](/[CH:6]=[C:7]2\[O:8][C:9]3[CH:16]=[CH:15][C:14]([I:17])=[CH:13][C:10]=3[C:11]\2=[O:12])=[CH:4][CH:3]=1. The catalyst class is: 16.